Dataset: Forward reaction prediction with 1.9M reactions from USPTO patents (1976-2016). Task: Predict the product of the given reaction. Given the reactants [CH2:1]([O:3][C:4]([CH2:6][CH2:7][CH2:8][N:9]1[CH:13]=[C:12](/[CH:14]=[C:15]2\[CH2:16][N:17]([C:22]([C:35]3[CH:40]=[CH:39][CH:38]=[CH:37][CH:36]=3)([C:29]3[CH:34]=[CH:33][CH:32]=[CH:31][CH:30]=3)[C:23]3[CH:28]=[CH:27][CH:26]=[CH:25][CH:24]=3)[CH2:18][CH2:19][CH:20]\2O)[N:11]=[N:10]1)=[O:5])[CH3:2].C(OC(OCC(C)(C)C)N(C)C)C(C)(C)C.[C:57]([OH:60])(=[S:59])[CH3:58].O, predict the reaction product. The product is: [C:57]([S:59][CH:20]1[CH2:19][CH2:18][N:17]([C:22]([C:29]2[CH:34]=[CH:33][CH:32]=[CH:31][CH:30]=2)([C:35]2[CH:36]=[CH:37][CH:38]=[CH:39][CH:40]=2)[C:23]2[CH:24]=[CH:25][CH:26]=[CH:27][CH:28]=2)[CH2:16]/[C:15]/1=[CH:14]\[C:12]1[N:11]=[N:10][N:9]([CH2:8][CH2:7][CH2:6][C:4]([O:3][CH2:1][CH3:2])=[O:5])[CH:13]=1)(=[O:60])[CH3:58].